Task: Predict which catalyst facilitates the given reaction.. Dataset: Catalyst prediction with 721,799 reactions and 888 catalyst types from USPTO (1) Reactant: [Br:1][C:2]1[CH:3]=[CH:4][C:5](F)=[C:6](/[CH:8]=[N:9]/[NH:10][C:11]2[CH:16]=[CH:15][C:14]([F:17])=[CH:13][CH:12]=2)[CH:7]=1.C(=O)([O-])[O-].[Cs+].[Cs+].CS(C)=O. Product: [Br:1][C:2]1[CH:7]=[C:6]2[C:5](=[CH:4][CH:3]=1)[N:10]([C:11]1[CH:16]=[CH:15][C:14]([F:17])=[CH:13][CH:12]=1)[N:9]=[CH:8]2. The catalyst class is: 6. (2) Reactant: [C:1]([O:4][CH:5]1[C:6]([OH:39])([CH3:38])[CH2:7][CH2:8][CH:9]([OH:37])[CH2:10][C:11]([O:13][CH:14](/[C:19](/[CH3:36])=[CH:20]/[CH:21]=[CH:22]/[C:23]([OH:35])([CH3:34])[CH2:24][CH:25]2[O:33][CH:26]2[CH:27]([CH3:32])[CH:28]([OH:31])[CH2:29][CH3:30])[CH:15]([CH3:18])[CH:16]=[CH:17]1)=[O:12])(=[O:3])[CH3:2].C(N([CH2:45][CH3:46])CC)C.Cl[Si:48]([CH2:53][CH3:54])([CH2:51][CH3:52])[CH2:49][CH3:50]. Product: [C:1]([O:4][CH:5]1[C:6]([OH:39])([CH3:38])[CH2:7][CH2:8][CH:9]([O:37][Si:48]([CH2:45][CH3:46])([CH2:51][CH3:52])[CH2:49][CH3:50])[CH2:10][C:11]([O:13][CH:14](/[C:19](/[CH3:36])=[CH:20]/[CH:21]=[CH:22]/[C:23]([OH:35])([CH3:34])[CH2:24][CH:25]2[O:33][CH:26]2[CH:27]([CH3:32])[CH:28]([O:31][Si:48]([CH2:53][CH3:54])([CH2:51][CH3:52])[CH2:49][CH3:50])[CH2:29][CH3:30])[CH:15]([CH3:18])[CH:16]=[CH:17]1)=[O:12])(=[O:3])[CH3:2]. The catalyst class is: 96. (3) Product: [Br:23][C:24]1[CH:25]=[CH:26][C:27]([C@@H:30]2[CH2:32][C@H:31]2[NH:33][CH2:1][CH:3]2[CH2:4][CH2:5][N:6]([CH2:9][C:10]3[CH:11]=[CH:12][C:13]([C:14]([OH:16])=[O:15])=[CH:21][CH:22]=3)[CH2:7][CH2:8]2)=[CH:28][CH:29]=1. The catalyst class is: 5. Reactant: [CH:1]([CH:3]1[CH2:8][CH2:7][N:6]([CH2:9][C:10]2[CH:22]=[CH:21][C:13]([C:14]([O:16]C(C)(C)C)=[O:15])=[CH:12][CH:11]=2)[CH2:5][CH2:4]1)=O.[Br:23][C:24]1[CH:29]=[CH:28][C:27]([C@@H:30]2[CH2:32][C@H:31]2[NH2:33])=[CH:26][CH:25]=1.[B-]C#N.[Na+].O. (4) Reactant: CC1C=CC(S(O)(=O)=O)=CC=1.O.[CH3:13][C:14]1[CH:20]=[C:19]([N+:21]([O-:23])=[O:22])[CH:18]=[CH:17][C:15]=1N.N([O-])=O.[Na+].[I-:28].[K+]. Product: [I:28][C:15]1[CH:17]=[CH:18][C:19]([N+:21]([O-:23])=[O:22])=[CH:20][C:14]=1[CH3:13]. The catalyst class is: 47.